Dataset: Forward reaction prediction with 1.9M reactions from USPTO patents (1976-2016). Task: Predict the product of the given reaction. (1) Given the reactants [CH3:1][O:2][C:3]([C:5]1[C:21]([O:22][CH3:23])=[C:20](Br)[C:8]2[N:9]=[C:10]([NH:12][C:13]([O:15][C:16]([CH3:19])([CH3:18])[CH3:17])=[O:14])[S:11][C:7]=2[CH:6]=1)=[O:4].C(=O)([O-])[O-].[Na+].[Na+].[N+:31]([C:34]1[CH:35]=[C:36](B(O)O)[CH:37]=[CH:38][CH:39]=1)([O-:33])=[O:32].C1(P(C2C=CC=CC=2)C2C=CC=CC=2)C=CC=CC=1, predict the reaction product. The product is: [CH3:1][O:2][C:3]([C:5]1[C:21]([O:22][CH3:23])=[C:20]([C:38]2[CH:37]=[CH:36][CH:35]=[C:34]([N+:31]([O-:33])=[O:32])[CH:39]=2)[C:8]2[N:9]=[C:10]([NH:12][C:13]([O:15][C:16]([CH3:19])([CH3:18])[CH3:17])=[O:14])[S:11][C:7]=2[CH:6]=1)=[O:4]. (2) The product is: [OH:1][C:2]1[CH:3]=[C:4]([O:12][C:13]2[CH:18]=[CH:17][CH:16]=[C:15]([C:19]([F:22])([F:21])[F:20])[CH:14]=2)[CH:5]=[C:6]([C:7]([NH:24][NH2:25])=[O:8])[CH:11]=1. Given the reactants [OH:1][C:2]1[CH:3]=[C:4]([O:12][C:13]2[CH:18]=[CH:17][CH:16]=[C:15]([C:19]([F:22])([F:21])[F:20])[CH:14]=2)[CH:5]=[C:6]([CH:11]=1)[C:7](OC)=[O:8].O.[NH2:24][NH2:25], predict the reaction product. (3) Given the reactants Cl.Cl.[Br:3][C:4]1[CH:5]=[C:6]2[C:11](=[CH:12][CH:13]=1)[N:10]=[C:9](Cl)[N:8]=[C:7]2[C:15]1[CH:20]=[CH:19][N:18]=[CH:17][CH:16]=1.[CH2:21]([CH2:23][NH2:24])[OH:22], predict the reaction product. The product is: [Br:3][C:4]1[CH:5]=[C:6]2[C:11](=[CH:12][CH:13]=1)[N:10]=[C:9]([NH:24][CH2:23][CH2:21][OH:22])[N:8]=[C:7]2[C:15]1[CH:20]=[CH:19][N:18]=[CH:17][CH:16]=1. (4) Given the reactants [H-].[Na+].[CH2:3]([C:5]1[C:10](=[O:11])[NH:9][CH:8]=[N:7][C:6]=1[O:12][CH2:13][C:14]1[CH:21]=[CH:20][CH:19]=[CH:18][C:15]=1[C:16]#[N:17])[CH3:4].[CH2:22](Br)[C:23]1[CH:28]=[CH:27][CH:26]=[CH:25][CH:24]=1, predict the reaction product. The product is: [CH2:22]([N:9]1[C:10](=[O:11])[C:5]([CH2:3][CH3:4])=[C:6]([O:12][CH2:13][C:14]2[CH:21]=[CH:20][CH:19]=[CH:18][C:15]=2[C:16]#[N:17])[N:7]=[CH:8]1)[C:23]1[CH:28]=[CH:27][CH:26]=[CH:25][CH:24]=1. (5) The product is: [CH2:1]([N:8]1[CH2:13][CH2:12][CH2:11][CH2:10][CH:9]1[CH2:14][C:16]#[N:17])[C:2]1[CH:7]=[CH:6][CH:5]=[CH:4][CH:3]=1. Given the reactants [CH2:1]([N:8]1[CH2:13][CH2:12][CH2:11][CH2:10][CH:9]1[CH2:14]Br)[C:2]1[CH:7]=[CH:6][CH:5]=[CH:4][CH:3]=1.[C-:16]#[N:17].[Na+].O, predict the reaction product.